Dataset: Reaction yield outcomes from USPTO patents with 853,638 reactions. Task: Predict the reaction yield, written as a fraction of the theoretical maximum amount of product (1.0 means a 100% yield; for example, 0.34 means a 34% yield). The reactants are Br[C:2]1[CH:11]=[C:10]2[C:5]([CH:6]=[C:7]([NH:12][C:13]([CH:15]3[CH2:17][CH2:16]3)=[O:14])[N:8]=[CH:9]2)=[CH:4][CH:3]=1.[CH3:18][C:19]([CH3:22])([O-:21])[CH3:20].[Na+].C1(C)C=CC=CC=1.C(O)(=O)CC(CC(O)=O)(C(O)=O)O. The catalyst is C1C=CC(/C=C/C(/C=C/C2C=CC=CC=2)=O)=CC=1.C1C=CC(/C=C/C(/C=C/C2C=CC=CC=2)=O)=CC=1.C1C=CC(/C=C/C(/C=C/C2C=CC=CC=2)=O)=CC=1.C(Cl)(Cl)Cl.[Pd].[Pd].CC(P(C(C)(C)C)[C-]1C=CC=C1)(C)C.C1C=CC([C-]2C(C3C=CC=CC=3)=C(C3C=CC=CC=3)C(C3C=CC=CC=3)=C2C2C=CC=CC=2)=CC=1.[Fe+2]. The product is [C:19]([O:21][C:2]1[CH:11]=[C:10]2[C:5]([CH:6]=[C:7]([NH:12][C:13]([CH:15]3[CH2:17][CH2:16]3)=[O:14])[N:8]=[CH:9]2)=[CH:4][CH:3]=1)([CH3:22])([CH3:20])[CH3:18]. The yield is 0.0520.